Dataset: Forward reaction prediction with 1.9M reactions from USPTO patents (1976-2016). Task: Predict the product of the given reaction. Given the reactants [CH3:1][C:2]1[C:3]([O:15][C:16]2[CH:17]=[C:18]([CH:27]=[CH:28][CH:29]=2)/[CH:19]=[C:20]2/[C:21](=[O:26])[NH:22][C:23](=[O:25])[S:24]/2)=[N:4][CH:5]=[N:6][C:7]=1[O:8][CH:9]1[CH2:14][CH2:13][NH:12][CH2:11][CH2:10]1.C(N(CC)CC)C.[CH3:37][S:38](Cl)(=[O:40])=[O:39], predict the reaction product. The product is: [CH3:1][C:2]1[C:3]([O:15][C:16]2[CH:17]=[C:18]([CH:27]=[CH:28][CH:29]=2)/[CH:19]=[C:20]2/[C:21](=[O:26])[NH:22][C:23](=[O:25])[S:24]/2)=[N:4][CH:5]=[N:6][C:7]=1[O:8][CH:9]1[CH2:10][CH2:11][N:12]([S:38]([CH3:37])(=[O:40])=[O:39])[CH2:13][CH2:14]1.